From a dataset of Full USPTO retrosynthesis dataset with 1.9M reactions from patents (1976-2016). Predict the reactants needed to synthesize the given product. (1) Given the product [CH3:30][NH:31][CH2:32][CH2:33][NH:34][C:2]1[N:7]=[C:6]([O:8][C:9]2[CH:10]=[C:11]3[C:16](=[CH:17][CH:18]=2)[C:15]([C:19]([NH:21][CH2:22][CH2:23][N:24]2[CH2:29][CH2:28][O:27][CH2:26][CH2:25]2)=[O:20])=[CH:14][CH:13]=[CH:12]3)[CH:5]=[CH:4][N:3]=1, predict the reactants needed to synthesize it. The reactants are: Cl[C:2]1[N:7]=[C:6]([O:8][C:9]2[CH:10]=[C:11]3[C:16](=[CH:17][CH:18]=2)[C:15]([C:19]([NH:21][CH2:22][CH2:23][N:24]2[CH2:29][CH2:28][O:27][CH2:26][CH2:25]2)=[O:20])=[CH:14][CH:13]=[CH:12]3)[CH:5]=[CH:4][N:3]=1.[CH3:30][NH:31][CH2:32][CH2:33][NH2:34].CNC1N=CN=C(OC2C=C3C(=CC=2)C(C(NCCN2CCOCC2)=O)=CC=C3)C=1. (2) Given the product [Cl:21][C:22]1[CH:27]=[CH:26][CH:25]=[CH:24][C:23]=1[NH:28][C:29]([NH:11][C:10]1[CH:12]=[CH:13][CH:14]=[C:8]([C:6]2[C:5]([C:15]3[CH:16]=[CH:17][N:18]=[CH:19][CH:20]=3)=[N:4][N:3]([CH2:1][CH3:2])[CH:7]=2)[CH:9]=1)=[O:30], predict the reactants needed to synthesize it. The reactants are: [CH2:1]([N:3]1[CH:7]=[C:6]([C:8]2[CH:9]=[C:10]([CH:12]=[CH:13][CH:14]=2)[NH2:11])[C:5]([C:15]2[CH:20]=[CH:19][N:18]=[CH:17][CH:16]=2)=[N:4]1)[CH3:2].[Cl:21][C:22]1[CH:27]=[CH:26][CH:25]=[CH:24][C:23]=1[N:28]=[C:29]=[O:30]. (3) Given the product [CH2:1]([O:4][C:5](=[O:23])[NH:6][C:7]1[CH:12]=[CH:11][CH:10]=[C:9]([C:13]2[N:35]=[C:32]([CH3:33])[S:34][C:14]=2[C:15]2[CH:20]=[CH:19][N:18]=[C:17]([Cl:21])[N:16]=2)[CH:8]=1)[CH:2]=[CH2:3], predict the reactants needed to synthesize it. The reactants are: [CH2:1]([O:4][C:5](=[O:23])[NH:6][C:7]1[CH:12]=[CH:11][CH:10]=[C:9]([C:13](=O)[CH2:14][C:15]2[CH:20]=[CH:19][N:18]=[C:17]([Cl:21])[N:16]=2)[CH:8]=1)[CH:2]=[CH2:3].C1C(=O)N(Br)C(=O)C1.[C:32]([NH2:35])(=[S:34])[CH3:33]. (4) Given the product [CH3:33][N:31]1[CH:32]=[C:28]([NH:27][C:24]2[N:23]=[C:22]3[N:18]([CH2:17][C:15]4[CH:14]=[CH:13][CH:12]=[C:11]([O:7][CH2:6][C@H:2]5[CH2:3][CH2:4][CH2:5][O:1]5)[N:16]=4)[N:19]=[CH:20][C:21]3=[CH:26][N:25]=2)[CH:29]=[N:30]1, predict the reactants needed to synthesize it. The reactants are: [O:1]1[CH2:5][CH2:4][CH2:3][C@@H:2]1[CH2:6][OH:7].[H-].[Na+].F[C:11]1[N:16]=[C:15]([CH2:17][N:18]2[C:22]3=[N:23][C:24]([NH:27][C:28]4[CH:29]=[N:30][N:31]([CH3:33])[CH:32]=4)=[N:25][CH:26]=[C:21]3[CH:20]=[N:19]2)[CH:14]=[CH:13][CH:12]=1. (5) Given the product [C:3]([C:7]1[O:8][C:9]2[C:10](=[C:12]([C:29]#[N:30])[C:13]([CH3:28])=[C:14]([C:22]3[CH:23]=[CH:24][CH:25]=[CH:26][CH:27]=3)[C:15]=2[N:16]2[CH2:17][CH:18]([N:20]([CH3:31])[CH3:21])[CH2:19]2)[N:11]=1)([CH3:6])([CH3:4])[CH3:5], predict the reactants needed to synthesize it. The reactants are: C=O.[C:3]([C:7]1[O:8][C:9]2[C:10](=[C:12]([C:29]#[N:30])[C:13]([CH3:28])=[C:14]([C:22]3[CH:27]=[CH:26][CH:25]=[CH:24][CH:23]=3)[C:15]=2[N:16]2[CH2:19][CH:18]([NH:20][CH3:21])[CH2:17]2)[N:11]=1)([CH3:6])([CH3:5])[CH3:4].[C:31]([BH3-])#N.[Na+].C(O)(=O)C.C(=O)([O-])[O-].[Na+].[Na+]. (6) Given the product [CH3:15][CH:11]([CH2:10][CH2:9][CH:8]=[C:7]([CH3:16])[CH2:6][CH2:5][CH:4]=[C:2]([CH3:1])[CH3:3])[CH2:12][CH:13]([OH:14])[CH:20]([N+:17]([O-:19])=[O:18])[CH3:21], predict the reactants needed to synthesize it. The reactants are: [CH3:1][CH:2]([CH2:4][CH2:5][CH2:6]/[C:7](/[CH3:16])=[CH:8]/[CH2:9][CH2:10]/[C:11](/[CH3:15])=[CH:12]/[CH:13]=[O:14])[CH3:3].[N+:17]([CH2:20][CH3:21])([O-:19])=[O:18].